Dataset: Forward reaction prediction with 1.9M reactions from USPTO patents (1976-2016). Task: Predict the product of the given reaction. (1) Given the reactants [CH3:1][O:2][C:3]1[CH:4]=[C:5]2[C:10](=[CH:11][CH:12]=1)[C:9](=[O:13])[CH2:8][CH:7]([CH3:14])[CH2:6]2.[C:15](OC)(=[O:20])[C:16]([O:18][CH3:19])=[O:17].C[O-].[Na+].Cl, predict the reaction product. The product is: [OH:20]/[C:15](=[C:8]1\[C:9](=[O:13])[C:10]2[C:5]([CH2:6][CH:7]\1[CH3:14])=[CH:4][C:3]([O:2][CH3:1])=[CH:12][CH:11]=2)/[C:16]([O:18][CH3:19])=[O:17]. (2) Given the reactants [O:1]1[CH:5]=[CH:4][N:3]=[C:2]1[C:6]1[CH:11]=[CH:10][C:9]([N:12]2[CH2:17][CH2:16][CH2:15][CH:14]([OH:18])[CH2:13]2)=[CH:8][CH:7]=1.[S:19](Cl)([CH3:22])(=[O:21])=[O:20].CCN(CC)CC, predict the reaction product. The product is: [CH3:22][S:19]([O:18][CH:14]1[CH2:15][CH2:16][CH2:17][N:12]([C:9]2[CH:8]=[CH:7][C:6]([C:2]3[O:1][CH:5]=[CH:4][N:3]=3)=[CH:11][CH:10]=2)[CH2:13]1)(=[O:21])=[O:20]. (3) Given the reactants [NH2:1][C:2]1[C:10]([CH3:11])=[CH:9][CH:8]=[CH:7][C:3]=1[C:4](O)=[O:5].C1C=CC2N(O)N=[N:18]C=2C=1.CCN(C(C)C)C(C)C.N.CO, predict the reaction product. The product is: [NH2:1][C:2]1[C:10]([CH3:11])=[CH:9][CH:8]=[CH:7][C:3]=1[C:4]([NH2:18])=[O:5]. (4) Given the reactants C1(S(CC2C(C(OCC)=O)=C(O)C(Br)=CC=2)(=O)=O)C=CC=CC=1.[Br:24][C:25]1[C:26]([O:37]C)=[C:27]([C:32]([CH2:35][Br:36])=[CH:33][CH:34]=1)[C:28]([O:30][CH3:31])=[O:29], predict the reaction product. The product is: [Br:24][C:25]1[C:26]([OH:37])=[C:27]([C:32]([CH2:35][Br:36])=[CH:33][CH:34]=1)[C:28]([O:30][CH3:31])=[O:29].